From a dataset of Catalyst prediction with 721,799 reactions and 888 catalyst types from USPTO. Predict which catalyst facilitates the given reaction. (1) Product: [O:32]=[S:2]1(=[O:1])[C:8]2[CH:9]=[C:10]([OH:15])[C:11]([S:13][CH3:14])=[CH:12][C:7]=2[N:6]([C:17]2[CH:22]=[CH:21][C:20]([Cl:23])=[CH:19][CH:18]=2)[CH2:5][C:4]([CH2:28][CH2:29][CH2:30][CH3:31])([CH2:24][CH2:25][CH2:26][CH3:27])[CH2:3]1. Reactant: [O:1]=[S:2]1(=[O:32])[C:8]2[CH:9]=[C:10]([O:15]C)[C:11]([S:13][CH3:14])=[CH:12][C:7]=2[N:6]([C:17]2[CH:22]=[CH:21][C:20]([Cl:23])=[CH:19][CH:18]=2)[CH2:5][C:4]([CH2:28][CH2:29][CH2:30][CH3:31])([CH2:24][CH2:25][CH2:26][CH3:27])[CH2:3]1.B(Br)(Br)Br.O.O.NN. The catalyst class is: 2. (2) Reactant: Cl.[CH3:2][O:3][C:4]1[C:17]([O:18][CH3:19])=[CH:16][CH:15]=[CH:14][C:5]=1[C:6]([CH:8]1[CH2:13][CH2:12][NH:11][CH2:10][CH2:9]1)=[O:7].[OH-].[Na+].C(O)C.[C:25](O[C:25]([O:27][C:28]([CH3:31])([CH3:30])[CH3:29])=[O:26])([O:27][C:28]([CH3:31])([CH3:30])[CH3:29])=[O:26]. Product: [CH3:2][O:3][C:4]1[C:17]([O:18][CH3:19])=[CH:16][CH:15]=[CH:14][C:5]=1[C:6]([CH:8]1[CH2:9][CH2:10][N:11]([C:25]([O:27][C:28]([CH3:31])([CH3:30])[CH3:29])=[O:26])[CH2:12][CH2:13]1)=[O:7]. The catalyst class is: 6. (3) Reactant: BrC1C=CC([N:8]([C:15]2[C:24]3[C:19](=CC=CC=3)[CH:18]=[CH:17][CH:16]=2)C2C=CC=CC=2)=CC=1.C([Li])CCC.C(O[B:34]1[O:38][C:37]([CH3:40])([CH3:39])[C:36]([CH3:42])([CH3:41])[O:35]1)(C)C.O. Product: [CH3:41][C:36]1([CH3:42])[C:37]([CH3:40])([CH3:39])[O:38][B:34]([C:18]2[CH:17]=[CH:16][C:15]([NH2:8])=[CH:24][CH:19]=2)[O:35]1. The catalyst class is: 396. (4) Reactant: Br[C:2]1[C:10]([O:11][CH3:12])=[CH:9][C:5]([C:6]([OH:8])=[O:7])=[C:4]([O:13][CH3:14])[CH:3]=1.[F:15][C:16]([F:27])([F:26])[C:17]1[CH:22]=[CH:21][CH:20]=[CH:19][C:18]=1B(O)O.C(=O)([O-])[O-].[K+].[K+].Cl. Product: [CH3:12][O:11][C:10]1[CH:9]=[C:5]([C:6]([OH:8])=[O:7])[C:4]([O:13][CH3:14])=[CH:3][C:2]=1[C:18]1[CH:19]=[CH:20][CH:21]=[CH:22][C:17]=1[C:16]([F:27])([F:26])[F:15]. The catalyst class is: 77. (5) The catalyst class is: 14. Product: [CH2:9]([O:8][C:1](=[O:7])[CH2:2][CH2:3][C:4](=[O:5])[CH2:6][Br:15])[CH3:10]. Reactant: [C:1]([O:8][CH2:9][CH3:10])(=[O:7])[CH2:2][CH2:3][C:4]([CH3:6])=[O:5].C(O)(=O)C.[Br:15]Br. (6) Reactant: [CH2:1]([C:3]1[CH:8]=[C:7]([C:9]([NH:11][NH:12][C:13]([C:15]2[S:16][C:17]([CH2:26][CH3:27])=[C:18]3[CH2:23][C:22]([CH3:25])([CH3:24])[CH2:21][CH2:20][C:19]=23)=O)=[O:10])[CH:6]=[C:5]([CH3:28])[N:4]=1)[CH3:2].CC[N+](S(N=C(OC)[O-])(=O)=O)(CC)CC. Product: [CH2:1]([C:3]1[CH:8]=[C:7]([C:9]2[O:10][C:13]([C:15]3[S:16][C:17]([CH2:26][CH3:27])=[C:18]4[CH2:23][C:22]([CH3:25])([CH3:24])[CH2:21][CH2:20][C:19]=34)=[N:12][N:11]=2)[CH:6]=[C:5]([CH3:28])[N:4]=1)[CH3:2]. The catalyst class is: 721.